The task is: Predict which catalyst facilitates the given reaction.. This data is from Catalyst prediction with 721,799 reactions and 888 catalyst types from USPTO. (1) Reactant: [NH2:1][C:2]1[S:3][C:4]([CH:7]=[O:8])=[CH:5][N:6]=1.C([O-])([O-])=O.[K+].[K+].Cl.Cl[CH2:17][CH2:18][N:19]([CH2:21][CH2:22]Cl)[CH3:20]. Product: [CH3:20][N:19]1[CH2:21][CH2:22][N:1]([C:2]2[S:3][C:4]([CH:7]=[O:8])=[CH:5][N:6]=2)[CH2:17][CH2:18]1. The catalyst class is: 3. (2) Reactant: [C:1]([O:5][C:6]([NH:8][C@H:9]1[CH2:14][NH:13][CH2:12][C@@H:11]([C:15]([OH:17])=[O:16])[CH2:10]1)=[O:7])([CH3:4])([CH3:3])[CH3:2].CCN(C(C)C)C(C)C.[CH2:27]([O:34][C:35](ON1C(=O)CCC1=O)=[O:36])[C:28]1[CH:33]=[CH:32][CH:31]=[CH:30][CH:29]=1. Product: [CH2:27]([O:34][C:35]([N:13]1[CH2:14][C@H:9]([NH:8][C:6]([O:5][C:1]([CH3:4])([CH3:2])[CH3:3])=[O:7])[CH2:10][C@H:11]([C:15]([OH:17])=[O:16])[CH2:12]1)=[O:36])[C:28]1[CH:33]=[CH:32][CH:31]=[CH:30][CH:29]=1. The catalyst class is: 4. (3) Reactant: [O:1]1[CH2:6][CH2:5][N:4]([C:7]2[CH:8]=[C:9]([CH:14]=[CH:15][CH:16]=2)[C:10]([NH:12][NH2:13])=O)[CH2:3][CH2:2]1.Cl[C:18]1[N:23]=[N:22][C:21]([C:24]([NH:26][C:27]2[S:28][CH:29]=[CH:30][N:31]=2)=[O:25])=[CH:20][CH:19]=1.C(N(CC)CC)C. Product: [O:1]1[CH2:6][CH2:5][N:4]([C:7]2[CH:8]=[C:9]([C:10]3[N:23]4[N:22]=[C:21]([C:24]([NH:26][C:27]5[S:28][CH:29]=[CH:30][N:31]=5)=[O:25])[CH:20]=[CH:19][C:18]4=[N:13][N:12]=3)[CH:14]=[CH:15][CH:16]=2)[CH2:3][CH2:2]1. The catalyst class is: 113. (4) Reactant: C([Li])CCC.Br[C:7]1[CH:12]=[CH:11][C:10]([CH:13]2[O:17]CCO2)=[C:9]([F:18])[CH:8]=1.[CH:19]1([C:25]([C:27]2[CH:32]=[CH:31][C:30]([O:33]COC)=[CH:29][CH:28]=2)=O)[CH2:24][CH2:23][CH2:22][CH2:21][CH2:20]1.O. Product: [C:19]1(=[C:25]([C:27]2[CH:28]=[CH:29][C:30]([OH:33])=[CH:31][CH:32]=2)[C:7]2[CH:12]=[CH:11][C:10]([CH:13]=[O:17])=[C:9]([F:18])[CH:8]=2)[CH2:20][CH2:21][CH2:22][CH2:23][CH2:24]1. The catalyst class is: 1.